From a dataset of NCI-60 drug combinations with 297,098 pairs across 59 cell lines. Regression. Given two drug SMILES strings and cell line genomic features, predict the synergy score measuring deviation from expected non-interaction effect. (1) Drug 1: CCC1(CC2CC(C3=C(CCN(C2)C1)C4=CC=CC=C4N3)(C5=C(C=C6C(=C5)C78CCN9C7C(C=CC9)(C(C(C8N6C=O)(C(=O)OC)O)OC(=O)C)CC)OC)C(=O)OC)O.OS(=O)(=O)O. Drug 2: CCC1(C2=C(COC1=O)C(=O)N3CC4=CC5=C(C=CC(=C5CN(C)C)O)N=C4C3=C2)O.Cl. Cell line: NCI-H322M. Synergy scores: CSS=-0.660, Synergy_ZIP=-0.358, Synergy_Bliss=-1.68, Synergy_Loewe=-7.49, Synergy_HSA=-5.94. (2) Drug 1: C1=NC2=C(N1)C(=S)N=CN2. Drug 2: C1C(C(OC1N2C=NC(=NC2=O)N)CO)O. Cell line: MDA-MB-435. Synergy scores: CSS=42.8, Synergy_ZIP=-2.44, Synergy_Bliss=-6.45, Synergy_Loewe=-11.1, Synergy_HSA=-7.60.